Dataset: NCI-60 drug combinations with 297,098 pairs across 59 cell lines. Task: Regression. Given two drug SMILES strings and cell line genomic features, predict the synergy score measuring deviation from expected non-interaction effect. (1) Drug 1: CNC(=O)C1=CC=CC=C1SC2=CC3=C(C=C2)C(=NN3)C=CC4=CC=CC=N4. Drug 2: CC1=C(C(CCC1)(C)C)C=CC(=CC=CC(=CC(=O)O)C)C. Cell line: UACC-257. Synergy scores: CSS=-0.146, Synergy_ZIP=0.552, Synergy_Bliss=0.240, Synergy_Loewe=-1.76, Synergy_HSA=-1.71. (2) Drug 1: CC12CCC3C(C1CCC2=O)CC(=C)C4=CC(=O)C=CC34C. Drug 2: C1CC(C1)(C(=O)O)C(=O)O.[NH2-].[NH2-].[Pt+2]. Cell line: A549. Synergy scores: CSS=25.4, Synergy_ZIP=0.897, Synergy_Bliss=1.93, Synergy_Loewe=-2.08, Synergy_HSA=5.58. (3) Drug 1: CC=C1C(=O)NC(C(=O)OC2CC(=O)NC(C(=O)NC(CSSCCC=C2)C(=O)N1)C(C)C)C(C)C. Drug 2: C1C(C(OC1N2C=NC3=C2NC=NCC3O)CO)O. Cell line: RXF 393. Synergy scores: CSS=23.3, Synergy_ZIP=-0.333, Synergy_Bliss=-0.288, Synergy_Loewe=-53.1, Synergy_HSA=-0.949. (4) Drug 1: CC12CCC(CC1=CCC3C2CCC4(C3CC=C4C5=CN=CC=C5)C)O. Drug 2: CC1=CC2C(CCC3(C2CCC3(C(=O)C)OC(=O)C)C)C4(C1=CC(=O)CC4)C. Cell line: PC-3. Synergy scores: CSS=-0.816, Synergy_ZIP=5.59, Synergy_Bliss=-1.43, Synergy_Loewe=-7.34, Synergy_HSA=-4.58.